This data is from Forward reaction prediction with 1.9M reactions from USPTO patents (1976-2016). The task is: Predict the product of the given reaction. (1) Given the reactants [F:1][C:2]1[CH:29]=[CH:28][CH:27]=[C:26]([F:30])[C:3]=1[CH2:4][N:5]1[C:9]2[CH:10]=[CH:11][CH:12]=[C:13]([NH:14][C:15](=[O:17])[CH3:16])[C:8]=2[N:7]=[C:6]1[C:18]1[C:23]([F:24])=[CH:22][CH:21]=[CH:20][C:19]=1[F:25].[CH3:31]I.[H-].[Na+], predict the reaction product. The product is: [F:1][C:2]1[CH:29]=[CH:28][CH:27]=[C:26]([F:30])[C:3]=1[CH2:4][N:5]1[C:9]2[CH:10]=[CH:11][CH:12]=[C:13]([N:14]([CH3:31])[C:15](=[O:17])[CH3:16])[C:8]=2[N:7]=[C:6]1[C:18]1[C:19]([F:25])=[CH:20][CH:21]=[CH:22][C:23]=1[F:24]. (2) Given the reactants Cl.[F:2][C:3]1[CH:4]=[C:5]([CH:9]2[CH2:14][CH2:13][CH2:12][NH:11][CH2:10]2)[CH:6]=[CH:7][CH:8]=1.C([O-])([O-])=O.[K+].[K+].CC1C=CC(S(O[CH2:32][CH2:33][C:34]2[CH:39]=[CH:38][CH:37]=[CH:36][C:35]=2[N:40]2[CH2:45][CH2:44][CH2:43][CH2:42][C:41]2=[O:46])(=O)=O)=CC=1, predict the reaction product. The product is: [F:2][C:3]1[CH:4]=[C:5]([CH:9]2[CH2:14][CH2:13][CH2:12][N:11]([CH2:32][CH2:33][C:34]3[CH:39]=[CH:38][CH:37]=[CH:36][C:35]=3[N:40]3[CH2:45][CH2:44][CH2:43][CH2:42][C:41]3=[O:46])[CH2:10]2)[CH:6]=[CH:7][CH:8]=1. (3) Given the reactants F[C:2]1[N:7]=[C:6]([C:8]2[NH:17][C:16](=[O:18])[C:15]3[C:10](=[CH:11][C:12]([O:21][CH3:22])=[CH:13][C:14]=3[O:19][CH3:20])[N:9]=2)[CH:5]=[CH:4][CH:3]=1.[CH3:23][O:24][CH2:25][CH2:26][N:27]1[CH2:32][CH2:31][NH:30][CH2:29][CH2:28]1.CN(C)C(N(C)C)=N, predict the reaction product. The product is: [CH3:20][O:19][C:14]1[CH:13]=[C:12]([O:21][CH3:22])[CH:11]=[C:10]2[C:15]=1[C:16](=[O:18])[NH:17][C:8]([C:6]1[CH:5]=[CH:4][CH:3]=[C:2]([N:30]3[CH2:31][CH2:32][N:27]([CH2:26][CH2:25][O:24][CH3:23])[CH2:28][CH2:29]3)[N:7]=1)=[N:9]2. (4) Given the reactants [C:1]1([CH3:11])[CH:6]=[CH:5][C:4](S(O)(=O)=O)=[CH:3][CH:2]=1.[CH3:12][O:13][C:14]1[CH:15]=[C:16]2[C:20](=[CH:21][C:22]=1[O:23][CH3:24])[C:19](=[O:25])[CH:18]([CH2:26][CH:27]1[CH2:32][CH2:31][NH:30][CH2:29][CH2:28]1)[CH2:17]2.C(Br)C1C=CC=CC=1.C(=O)([O-])[O-].[K+].[K+].O, predict the reaction product. The product is: [CH3:12][O:13][C:14]1[CH:15]=[C:16]2[CH2:17][CH:18]([CH2:26][CH:27]3[CH2:32][CH2:31][N:30]([CH2:11][C:1]4[CH:2]=[CH:3][CH:4]=[CH:5][CH:6]=4)[CH2:29][CH2:28]3)[C:19](=[O:25])[C:20]2=[CH:21][C:22]=1[O:23][CH3:24]. (5) Given the reactants [NH2:1][CH2:2][CH:3]([C:5]([OH:7])=[O:6])[OH:4].C([O-])([O-])=O.[K+].[K+].C([O-])(O)=O.[Na+].[C:19](O[C:19]([O:21][C:22]([CH3:25])([CH3:24])[CH3:23])=[O:20])([O:21][C:22]([CH3:25])([CH3:24])[CH3:23])=[O:20], predict the reaction product. The product is: [C:22]([O:21][C:19]([NH:1][CH2:2][CH:3]([OH:4])[C:5]([OH:7])=[O:6])=[O:20])([CH3:25])([CH3:24])[CH3:23].